This data is from Catalyst prediction with 721,799 reactions and 888 catalyst types from USPTO. The task is: Predict which catalyst facilitates the given reaction. Reactant: [CH2:1]([O:3][C:4](=[O:18])/[CH:5]=[CH:6]/[C:7]1[CH:8]=[C:9](/[CH:13]=[CH:14]/[C:15]([OH:17])=[O:16])[CH:10]=[CH:11][CH:12]=1)[CH3:2].C1COCC1. Product: [CH2:1]([O:3][C:4](=[O:18])[CH2:5][CH2:6][C:7]1[CH:8]=[C:9]([CH2:13][CH2:14][C:15]([OH:17])=[O:16])[CH:10]=[CH:11][CH:12]=1)[CH3:2]. The catalyst class is: 350.